The task is: Predict the product of the given reaction.. This data is from Forward reaction prediction with 1.9M reactions from USPTO patents (1976-2016). (1) Given the reactants [CH:1]1([CH:7]=O)[CH2:6][CH2:5][CH2:4][CH2:3][CH2:2]1.[BH-](OC(C)=O)(OC(C)=O)OC(C)=O.[Na+].[CH3:23][O:24][CH:25]([O:43][CH3:44])[C:26]1[CH:27]=[C:28]([CH:37]=[CH:38][C:39]=1[N+:40]([O-:42])=[O:41])[O:29][C:30]1[CH:31]=[C:32]([NH2:36])[CH:33]=[CH:34][CH:35]=1, predict the reaction product. The product is: [CH:1]1([CH2:7][NH:36][C:32]2[CH:33]=[CH:34][CH:35]=[C:30]([O:29][C:28]3[CH:37]=[CH:38][C:39]([N+:40]([O-:42])=[O:41])=[C:26]([CH:25]([O:24][CH3:23])[O:43][CH3:44])[CH:27]=3)[CH:31]=2)[CH2:6][CH2:5][CH2:4][CH2:3][CH2:2]1. (2) The product is: [Cl:1][C:2]1[CH:3]=[C:4]([CH:5]=[CH:6][C:7]=1[Cl:8])[CH2:9][C:10]1[O:12][N:26]=[C:20]([C:21]([O:23][CH2:24][CH3:25])=[O:22])[N:19]=1. Given the reactants [Cl:1][C:2]1[CH:3]=[C:4]([CH2:9][C:10]([OH:12])=O)[CH:5]=[CH:6][C:7]=1[Cl:8].C(Cl)(=O)C(Cl)=O.[NH2:19][C:20](=[N:26]O)[C:21]([O:23][CH2:24][CH3:25])=[O:22].C(N(CC)C(C)C)(C)C, predict the reaction product. (3) Given the reactants [F:1][C:2]1[C:3]([NH:13][C:14]2[CH:19]=[CH:18][C:17]([I:20])=[CH:16][C:15]=2[CH3:21])=[C:4]([CH:9]=[CH:10][C:11]=1[F:12])[C:5]([NH:7][NH2:8])=[O:6].[CH:22](OCC)(OCC)OCC.CC1C=CC(S(O)(=O)=O)=CC=1, predict the reaction product. The product is: [F:1][C:2]1[C:11]([F:12])=[CH:10][CH:9]=[C:4]([C:5]2[O:6][CH:22]=[N:8][N:7]=2)[C:3]=1[NH:13][C:14]1[CH:19]=[CH:18][C:17]([I:20])=[CH:16][C:15]=1[CH3:21]. (4) Given the reactants [C:1]([NH:4][C:5]([CH2:16][C:17]1[C:22]([CH2:23][Cl:24])=[N:21][CH:20]=[CH:19][N:18]=1)([C:11]([O:13][CH2:14][CH3:15])=[O:12])[C:6]([O:8][CH2:9][CH3:10])=[O:7])(=[O:3])[CH3:2].[H-].[Na+], predict the reaction product. The product is: [C:1]([N:4]1[C:5]([C:11]([O:13][CH2:14][CH3:15])=[O:12])([C:6]([O:8][CH2:9][CH3:10])=[O:7])[CH2:16][C:17]2[C:22](=[N:21][CH:20]=[CH:19][N:18]=2)[CH2:23]1)(=[O:3])[CH3:2].[ClH:24]. (5) Given the reactants [Cl:1][C:2]1[C:9]([F:10])=[CH:8][CH:7]=[C:6]([N:11]2[CH:15]=[C:14]([CH3:16])[N:13]=[CH:12]2)[C:3]=1[C:4]#[N:5].[CH3:17][N+:18]([CH3:20])=[CH2:19].[I-], predict the reaction product. The product is: [Cl:1][C:2]1[C:9]([F:10])=[CH:8][CH:7]=[C:6]([N:11]2[C:15]([CH2:17][N:18]([CH3:20])[CH3:19])=[C:14]([CH3:16])[N:13]=[CH:12]2)[C:3]=1[C:4]#[N:5]. (6) The product is: [Cl:23][C:14]1[C:15]([C:19]([F:22])([F:21])[F:20])=[CH:16][CH:17]=[CH:18][C:13]=1[C:11]([N:9]1[CH2:8][CH2:7][N:6]2[C:2]([C:30]3[CH:35]=[CH:34][CH:33]=[CH:32][CH:31]=3)=[N:3][N:4]=[C:5]2[CH2:10]1)=[O:12]. Given the reactants Br[C:2]1[N:6]2[CH2:7][CH2:8][N:9]([C:11]([C:13]3[CH:18]=[CH:17][CH:16]=[C:15]([C:19]([F:22])([F:21])[F:20])[C:14]=3[Cl:23])=[O:12])[CH2:10][C:5]2=[N:4][N:3]=1.C(=O)([O-])[O-].[Na+].[Na+].[C:30]1(B(O)O)[CH:35]=[CH:34][CH:33]=[CH:32][CH:31]=1, predict the reaction product. (7) Given the reactants [NH2:1][C@H:2]1[CH2:6][N:5]([C:7]([O:9][C:10]([CH3:13])([CH3:12])[CH3:11])=[O:8])[C@@H:4]([CH3:14])[CH2:3]1.CCN(C(C)C)C(C)C.[Br:24][C:25]1[CH:30]=[CH:29][C:28]([Br:31])=[CH:27][C:26]=1[S:32](Cl)(=[O:34])=[O:33], predict the reaction product. The product is: [Br:24][C:25]1[CH:30]=[CH:29][C:28]([Br:31])=[CH:27][C:26]=1[S:32]([NH:1][C@H:2]1[CH2:6][N:5]([C:7]([O:9][C:10]([CH3:13])([CH3:12])[CH3:11])=[O:8])[C@@H:4]([CH3:14])[CH2:3]1)(=[O:34])=[O:33]. (8) Given the reactants [NH2:1][C:2]1[C:3]([F:13])=[C:4]([C:9]([F:12])=[CH:10][CH:11]=1)[C:5]([O:7][CH3:8])=[O:6].N1C=CC=CC=1.[CH2:20]([S:23](Cl)(=[O:25])=[O:24])[CH2:21][CH3:22], predict the reaction product. The product is: [F:13][C:3]1[C:2]([NH:1][S:23]([CH2:20][CH2:21][CH3:22])(=[O:25])=[O:24])=[CH:11][CH:10]=[C:9]([F:12])[C:4]=1[C:5]([O:7][CH3:8])=[O:6].